This data is from M1 muscarinic receptor antagonist screen with 61,756 compounds. The task is: Binary Classification. Given a drug SMILES string, predict its activity (active/inactive) in a high-throughput screening assay against a specified biological target. (1) The drug is O=C(N1CCCCC1)C12CC3(CC(C1)CC(C2)C3)C(=O)N1CCCCC1. The result is 0 (inactive). (2) The compound is O1CCN(CC1)C(c1cc(OC)c(OCC)cc1)C#N. The result is 0 (inactive). (3) The drug is O1CC2N(c3c(CC42C(=O)N(C(=O)N(C4=O)C)C)cccc3)CC1. The result is 0 (inactive). (4) The drug is s1c2CC(CCc2c2c1n1c(n(c2=O)c2ccc(OC)cc2)nnc1)C. The result is 0 (inactive).